Dataset: Experimentally validated miRNA-target interactions with 360,000+ pairs, plus equal number of negative samples. Task: Binary Classification. Given a miRNA mature sequence and a target amino acid sequence, predict their likelihood of interaction. (1) The miRNA is hsa-miR-184 with sequence UGGACGGAGAACUGAUAAGGGU. The protein sequence of the target gene is MAAVVALSLRRRLPATTLGGACLQASRGAQTAAATAPRIKKFAIYRWDPDKAGDKPHMQTYEVDLNKCGPMVLDALIKIKNEVDSTLTFRRSCREGICGSCAMNINGGNTLACTRRIDTNLNKVSKIYPLPHMYVIKDLVPDLSNFYAQYKSIEPYLKKKDESQEGKQQYLQSIEEREKLDGLYECILCACCSTSCPSYWWNGDKYLGPAVLMQAYRWMIDSRDDFTEERLAKLQDPFSLYRCHTIMNCTRTCPKGLNPGKAIAEIKKMMATYKEKKASV. Result: 0 (no interaction). (2) The miRNA is hsa-miR-623 with sequence AUCCCUUGCAGGGGCUGUUGGGU. The protein sequence of the target gene is MAAPGPASRFWCSCPEVPSATFFTALLSLLVSGPRLFLLQPPLAPSGLSLRSEALRNWQVYRLVTYIFVYENPVSLLCGAIIIWRFAGNFERTVGTVRHCFFTLIFTVFSAIIYLSFESVSSLSKLGEVEDARGFTPVAFAMLGVTSVRSRMRRALVFGVVVPSVLVPWLLLCASWLIPQTSFLSNVSGLLIGLSYGLTYCYSLDLSERVALKLDQKFPFSLMRRIPLFKYISGSSAERRAAQSRRLNPAPGSYPTQSCHPHLTPSYPVTQMQHASGQKLASWPPGHMPSLPPYQPASGL.... Result: 0 (no interaction).